From a dataset of Full USPTO retrosynthesis dataset with 1.9M reactions from patents (1976-2016). Predict the reactants needed to synthesize the given product. (1) The reactants are: [CH2:1]([N:3]1[CH:7]=[C:6](B2OC(C)(C)C(C)(C)O2)[CH:5]=[N:4]1)[CH3:2].C(=O)([O-])[O-].[K+].[K+].[F:23][C:24]1([F:38])[CH2:29][CH2:28][C:27](=[CH:30][C:31]2[CH:36]=[CH:35][CH:34]=[C:33](I)[CH:32]=2)[CH2:26][CH2:25]1.O. Given the product [F:23][C:24]1([F:38])[CH2:29][CH2:28][C:27](=[CH:30][C:31]2[CH:32]=[C:33]([C:6]3[CH:5]=[N:4][N:3]([CH2:1][CH3:2])[CH:7]=3)[CH:34]=[CH:35][CH:36]=2)[CH2:26][CH2:25]1, predict the reactants needed to synthesize it. (2) Given the product [F:27][C:23]1([F:26])[CH2:24][CH2:25][CH:20]([C:18]([N:15]2[CH2:16][CH2:17][CH:12]([N:10]3[C:11]([C:30]#[N:29])=[C:7]([C:1]4[CH:2]=[CH:3][CH:4]=[CH:5][CH:6]=4)[N:8]=[CH:9]3)[CH2:13][CH2:14]2)=[O:19])[CH2:21][CH2:22]1, predict the reactants needed to synthesize it. The reactants are: [C:1]1([C:7]2[N:8]=[CH:9][N:10]([CH:12]3[CH2:17][CH2:16][N:15]([C:18]([CH:20]4[CH2:25][CH2:24][C:23]([F:27])([F:26])[CH2:22][CH2:21]4)=[O:19])[CH2:14][CH2:13]3)[CH:11]=2)[CH:6]=[CH:5][CH:4]=[CH:3][CH:2]=1.I[N:29]1C(=O)CC[C:30]1=O.FC(F)(F)C(O)=O. (3) The reactants are: [Cl:1][C:2]1[CH:3]=[CH:4][C:5]([O:15][CH2:16][C:17]2[C:22]([F:23])=[CH:21][CH:20]=[CH:19][C:18]=2[F:24])=[C:6]([C:8](=O)[CH2:9][CH2:10][C:11](=O)[CH3:12])[CH:7]=1.[CH3:25][O:26][C:27](=[O:36])[C:28]1[CH:33]=[C:32]([OH:34])[CH:31]=[C:30]([NH2:35])[CH:29]=1.CC1C=CC(S(O)(=O)=O)=CC=1. Given the product [CH3:25][O:26][C:27](=[O:36])[C:28]1[CH:33]=[C:32]([OH:34])[CH:31]=[C:30]([N:35]2[C:11]([CH3:12])=[CH:10][CH:9]=[C:8]2[C:6]2[CH:7]=[C:2]([Cl:1])[CH:3]=[CH:4][C:5]=2[O:15][CH2:16][C:17]2[C:22]([F:23])=[CH:21][CH:20]=[CH:19][C:18]=2[F:24])[CH:29]=1, predict the reactants needed to synthesize it. (4) Given the product [CH2:1]([O:7][C:8]([N:10]1[CH2:19][CH2:18][C:17]2[C:12](=[CH:13][C:14]([O:22][CH3:23])=[C:15]([O:20][CH3:21])[CH:16]=2)[CH:11]1[CH2:24][C:25]1[CH:26]=[CH:27][C:28]([C:31]2[CH:36]=[CH:35][CH:34]=[CH:33][CH:32]=2)=[CH:29][CH:30]=1)=[O:9])[C:2]1[CH:3]=[CH:4][CH:5]=[CH:6][CH:37]=1, predict the reactants needed to synthesize it. The reactants are: [C:1]1([O:7][C:8]([N:10]2[CH2:19][CH2:18][C:17]3[C:12](=[CH:13][C:14]([O:22][CH3:23])=[C:15]([O:20][CH3:21])[CH:16]=3)[CH:11]2[CH2:24][C:25]2[CH:30]=[CH:29][C:28]([C:31]3[CH:36]=[CH:35][CH:34]=[CH:33][CH:32]=3)=[CH:27][CH:26]=2)=[O:9])[CH:6]=[CH:5][CH:4]=[CH:3][CH:2]=1.[C:37](O)(=O)C(O)=O.C1(C2C=CC=CC=2)C=CC(CC2C3C(=CC(OC)=C(OC)C=3)CCN2)=CC=1.ClC(OCC1C=CC=CC=1)=O.[OH-].[Na+]. (5) The reactants are: C([N:3]1[CH:7]=[CH:6][N:5]=[CH:4]1)([N:3]1[CH:7]=[CH:6][N:5]=[CH:4]1)=O.O[CH:14]([C:18]1[CH:23]=[CH:22][C:21]([NH:24][C:25](=[O:27])[CH3:26])=[CH:20][CH:19]=1)[CH:15]([CH3:17])[CH3:16]. Given the product [N:3]1([CH:14]([C:18]2[CH:23]=[CH:22][C:21]([NH:24][C:25](=[O:27])[CH3:26])=[CH:20][CH:19]=2)[CH:15]([CH3:17])[CH3:16])[CH:7]=[CH:6][N:5]=[CH:4]1, predict the reactants needed to synthesize it. (6) Given the product [C:34]([NH:37][NH:38][C:13]([C:4]1[C:3]([CH3:16])=[C:2]([NH2:1])[N:6]([C:7]2[CH:8]=[CH:9][CH:10]=[CH:11][CH:12]=2)[N:5]=1)=[O:15])(=[O:36])[CH3:35], predict the reactants needed to synthesize it. The reactants are: [NH2:1][C:2]1[N:6]([C:7]2[CH:12]=[CH:11][CH:10]=[CH:9][CH:8]=2)[N:5]=[C:4]([C:13]([OH:15])=O)[C:3]=1[CH3:16].CCN(C(C)C)C(C)C.C(Cl)(=O)OCC(C)C.[C:34]([NH:37][NH2:38])(=[O:36])[CH3:35]. (7) Given the product [CH3:38][C:36]1[CH:37]=[C:32]([C:31]2[CH:30]=[N:29][N:28]3[C:17]([C:18]([F:21])([F:20])[F:19])=[CH:16][C:15]([C:7]4[CH:8]=[CH:9][C:10]([C:11]([F:14])([F:13])[F:12])=[C:5]([O:4][CH2:3][C:2]([F:25])([F:24])[F:1])[CH:6]=4)=[N:26][C:27]=23)[CH:33]=[C:34]([CH3:39])[N:35]=1, predict the reactants needed to synthesize it. The reactants are: [F:1][C:2]([F:25])([F:24])[CH2:3][O:4][C:5]1[CH:6]=[C:7]([C:15](=O)[CH2:16][C:17](=O)[C:18]([F:21])([F:20])[F:19])[CH:8]=[CH:9][C:10]=1[C:11]([F:14])([F:13])[F:12].[NH2:26][C:27]1[C:31]([C:32]2[CH:37]=[C:36]([CH3:38])[N:35]=[C:34]([CH3:39])[CH:33]=2)=[CH:30][NH:29][N:28]=1.